This data is from Catalyst prediction with 721,799 reactions and 888 catalyst types from USPTO. The task is: Predict which catalyst facilitates the given reaction. (1) Reactant: [Br:1][C:2]1[CH:3]=[C:4]2[C:8](=[CH:9][CH:10]=1)[N:7](S(C1C=CC=CC=1)(=O)=O)[C:6]([C:20]([O:22]CC)=O)=[C:5]2[S:25](Cl)(=[O:27])=[O:26].[NH:29]1[CH2:33][CH2:32][CH2:31][CH2:30]1.CC[N:36](C(C)C)C(C)C. Product: [Br:1][C:2]1[CH:3]=[C:4]2[C:8](=[CH:9][CH:10]=1)[NH:7][C:6]([C:20]([NH2:36])=[O:22])=[C:5]2[S:25]([N:29]1[CH2:33][CH2:32][CH2:31][CH2:30]1)(=[O:26])=[O:27]. The catalyst class is: 2. (2) Reactant: [CH3:1][O:2][C:3]1[N:8]=[CH:7][C:6]([C:9]2[C:17]3[C:12](=[CH:13][CH:14]=[CH:15][CH:16]=3)[N:11]([CH2:18][C:19]3[CH:20]=[C:21]([C:25]4[CH:30]=[CH:29][C:28]([O:31]CC5C=CC=CC=5)=[CH:27][CH:26]=4)[CH:22]=[CH:23][CH:24]=3)[C:10]=2[C:39]([O:41]CC)=[O:40])=[CH:5][CH:4]=1.[OH-].[Na+]. Product: [OH:31][C:28]1[CH:29]=[CH:30][C:25]([C:21]2[CH:22]=[CH:23][CH:24]=[C:19]([CH2:18][N:11]3[C:12]4[C:17](=[CH:16][CH:15]=[CH:14][CH:13]=4)[C:9]([C:6]4[CH:7]=[N:8][C:3]([O:2][CH3:1])=[CH:4][CH:5]=4)=[C:10]3[C:39]([OH:41])=[O:40])[CH:20]=2)=[CH:26][CH:27]=1. The catalyst class is: 20.